This data is from CYP2C9 inhibition data for predicting drug metabolism from PubChem BioAssay. The task is: Regression/Classification. Given a drug SMILES string, predict its absorption, distribution, metabolism, or excretion properties. Task type varies by dataset: regression for continuous measurements (e.g., permeability, clearance, half-life) or binary classification for categorical outcomes (e.g., BBB penetration, CYP inhibition). Dataset: cyp2c9_veith. (1) The drug is O=C1/C(=C/c2ccccc2)[C@@H](NC2CCCCC2)c2ccccc21. The result is 1 (inhibitor). (2) The compound is O=C(c1ccccc1F)c1cn(CC(=O)N2CCOCC2)c2ccccc12. The result is 1 (inhibitor). (3) The drug is CCN(CC)CCc1nc(-c2ccccc2)no1.O=C(O)CC(O)(CC(=O)O)C(=O)O. The result is 0 (non-inhibitor). (4) The compound is CN(C)c1ncc2ncc(=O)n(Cc3ccc(F)cc3)c2n1. The result is 1 (inhibitor). (5) The result is 1 (inhibitor). The drug is O=C(CCc1ccccc1)NNC(=S)NC(=O)c1ccccc1.